Dataset: Catalyst prediction with 721,799 reactions and 888 catalyst types from USPTO. Task: Predict which catalyst facilitates the given reaction. (1) Reactant: [CH2:1]([C:3]1([CH2:8][CH2:9][OH:10])[O:7][CH2:6][CH2:5][O:4]1)[CH3:2].[CH3:11][S:12](Cl)(=[O:14])=[O:13]. Product: [CH3:11][S:12]([O:10][CH2:9][CH2:8][C:3]1([CH2:1][CH3:2])[O:7][CH2:6][CH2:5][O:4]1)(=[O:14])=[O:13]. The catalyst class is: 34. (2) Reactant: [CH2:1]([S:8]([NH:11][C:12]([CH:14]1[CH2:19][CH2:18][N:17]([C:20]2[C:30](Br)=[CH:29][C:23]([C:24]([O:26][CH2:27][CH3:28])=[O:25])=[C:22]([CH2:32][N:33]3[CH2:37][CH2:36][CH2:35][C:34]3=[O:38])[N:21]=2)[CH2:16][CH2:15]1)=[O:13])(=[O:10])=[O:9])[C:2]1[CH:7]=[CH:6][CH:5]=[CH:4][CH:3]=1. Product: [CH2:1]([S:8]([NH:11][C:12]([CH:14]1[CH2:15][CH2:16][N:17]([C:20]2[CH:30]=[CH:29][C:23]([C:24]([O:26][CH2:27][CH3:28])=[O:25])=[C:22]([CH2:32][N:33]3[CH2:37][CH2:36][CH2:35][C:34]3=[O:38])[N:21]=2)[CH2:18][CH2:19]1)=[O:13])(=[O:9])=[O:10])[C:2]1[CH:3]=[CH:4][CH:5]=[CH:6][CH:7]=1. The catalyst class is: 19. (3) Reactant: CON(C)[C:4]([C:6]1[N:7]=[N:8][CH:9]=[CH:10][CH:11]=1)=[O:5].[CH3:13]C(O)=O.OO. Product: [N:8]1[CH:9]=[CH:10][CH:11]=[C:6]([CH:4]([OH:5])[CH3:13])[N:7]=1. The catalyst class is: 1. (4) Reactant: [F:1][C:2]1[N:7]=[C:6]([F:8])[CH:5]=[C:4](F)[N:3]=1.[CH2:10]([Mg]Cl)[CH:11]([CH3:13])[CH3:12]. Product: [F:1][C:2]1[N:7]=[C:6]([F:8])[CH:5]=[C:4]([CH2:10][CH:11]([CH3:13])[CH3:12])[N:3]=1. The catalyst class is: 334.